This data is from Catalyst prediction with 721,799 reactions and 888 catalyst types from USPTO. The task is: Predict which catalyst facilitates the given reaction. (1) Reactant: [CH:1]([C:4]1[CH:8]=[C:7]([NH:9][C:10](=O)[O:11]C2C=CC=CC=2)[N:6]([CH3:19])[N:5]=1)([CH3:3])[CH3:2].[NH2:20][C:21]1[C:30]2[C:25](=[CH:26][CH:27]=[CH:28][CH:29]=2)[C:24]([O:31][C:32]2[CH:37]=[CH:36][N:35]=[C:34]([NH:38][C:39]3[CH:40]=[C:41]([CH:53]=[C:54]([C:56]#[CH:57])[CH:55]=3)[C:42]([NH:44][CH2:45][CH2:46][N:47]3[CH2:52][CH2:51][O:50][CH2:49][CH2:48]3)=[O:43])[N:33]=2)=[CH:23][CH:22]=1. Product: [C:56]([C:54]1[CH:53]=[C:41]([CH:40]=[C:39]([NH:38][C:34]2[N:33]=[C:32]([O:31][C:24]3[C:25]4[C:30](=[CH:29][CH:28]=[CH:27][CH:26]=4)[C:21]([NH:20][C:10]([NH:9][C:7]4[N:6]([CH3:19])[N:5]=[C:4]([CH:1]([CH3:3])[CH3:2])[CH:8]=4)=[O:11])=[CH:22][CH:23]=3)[CH:37]=[CH:36][N:35]=2)[CH:55]=1)[C:42]([NH:44][CH2:45][CH2:46][N:47]1[CH2:52][CH2:51][O:50][CH2:49][CH2:48]1)=[O:43])#[CH:57]. The catalyst class is: 1. (2) Reactant: [C:1]([C:4]1[CH:5]=[C:6]([C:18]2[C:19]3[CH:28]=[CH:27][NH:26][C:20]=3[C:21](=[O:25])[N:22]([CH3:24])[CH:23]=2)[C:7]2[O:12][CH:11]([CH:13]([CH3:15])[CH3:14])[C:10](=[O:16])[NH:9][C:8]=2[CH:17]=1)(=[O:3])[CH3:2].[BH4-].[Na+]. Product: [OH:3][CH:1]([C:4]1[CH:5]=[C:6]([C:18]2[C:19]3[CH:28]=[CH:27][NH:26][C:20]=3[C:21](=[O:25])[N:22]([CH3:24])[CH:23]=2)[C:7]2[O:12][CH:11]([CH:13]([CH3:15])[CH3:14])[C:10](=[O:16])[NH:9][C:8]=2[CH:17]=1)[CH3:2]. The catalyst class is: 5. (3) Reactant: [CH3:1][C:2]1([CH3:13])[O:9][C@@H:8]2[C@@H:4]([C@@H:5]([CH2:11][OH:12])[O:6][CH:7]2[OH:10])[O:3]1.[C:14](Cl)([C:27]1[CH:32]=[CH:31][CH:30]=[CH:29][CH:28]=1)([C:21]1[CH:26]=[CH:25][CH:24]=[CH:23][CH:22]=1)[C:15]1[CH:20]=[CH:19][CH:18]=[CH:17][CH:16]=1. Product: [CH3:1][C:2]1([CH3:13])[O:9][C@@H:8]2[C@@H:4]([C@@H:5]([CH2:11][O:12][C:14]([C:15]3[CH:20]=[CH:19][CH:18]=[CH:17][CH:16]=3)([C:27]3[CH:28]=[CH:29][CH:30]=[CH:31][CH:32]=3)[C:21]3[CH:22]=[CH:23][CH:24]=[CH:25][CH:26]=3)[O:6][CH:7]2[OH:10])[O:3]1. The catalyst class is: 17. (4) Reactant: [F:1][C:2]([F:13])([F:12])[CH2:3][O:4][C:5]1[CH:10]=[CH:9][CH:8]=[CH:7][C:6]=1Br.[NH2:14][C:15]1[CH:16]=[C:17](B(O)O)[CH:18]=[CH:19][CH:20]=1.C(=O)([O-])[O-].[Na+].[Na+].C(O)C. Product: [F:1][C:2]([F:13])([F:12])[CH2:3][O:4][C:5]1[CH:10]=[CH:9][CH:8]=[CH:7][C:6]=1[NH:14][C:15]1[CH:16]=[CH:17][CH:18]=[CH:19][CH:20]=1. The catalyst class is: 109. (5) Reactant: Cl[C:2]1[N:11]=[C:10]([NH:12][C:13]2[NH:14][N:15]=[C:16]([CH3:18])[CH:17]=2)[C:9]2[C:4](=[CH:5][CH:6]=[CH:7][CH:8]=2)[N:3]=1.[C:19]([NH:22][C:23]1[CH:28]=[CH:27][C:26]([SH:29])=[CH:25][CH:24]=1)(=[O:21])[CH3:20].C(OCC)C.C([O-])([O-])=O.[K+].[K+]. Product: [C:19]([NH:22][C:23]1[CH:28]=[CH:27][C:26]([S:29][C:2]2[N:11]=[C:10]([NH:12][C:13]3[NH:14][N:15]=[C:16]([CH3:18])[CH:17]=3)[C:9]3[C:4](=[CH:5][CH:6]=[CH:7][CH:8]=3)[N:3]=2)=[CH:25][CH:24]=1)(=[O:21])[CH3:20]. The catalyst class is: 107. (6) Reactant: CO[C:3]([C:5]1[CH:10]=[CH:9][N:8]2[CH:11]=[N:12][CH:13]=[C:7]2[C:6]=1[NH:14][C:15]1[CH:20]=[CH:19][C:18]([CH:21]2[CH2:23][CH2:22]2)=[CH:17][C:16]=1[F:24])=[O:4].[OH-:25].[Na+].[NH2:27][OH:28].[CH3:29][CH2:30]N=C=NCCCN(C)C.[CH:40]1C=CC2N(O)N=NC=2[CH:45]=1. Product: [CH:29]([O:25][CH2:40][CH2:45][O:28][NH:27][C:3]([C:5]1[CH:10]=[CH:9][N:8]2[CH:11]=[N:12][CH:13]=[C:7]2[C:6]=1[NH:14][C:15]1[CH:20]=[CH:19][C:18]([CH:21]2[CH2:23][CH2:22]2)=[CH:17][C:16]=1[F:24])=[O:4])=[CH2:30]. The catalyst class is: 13.